This data is from Catalyst prediction with 721,799 reactions and 888 catalyst types from USPTO. The task is: Predict which catalyst facilitates the given reaction. (1) Reactant: [F:1][C:2]1[CH:7]=[CH:6][CH:5]=[CH:4][C:3]=1[C:8](=[O:33])[CH2:9][CH2:10][CH2:11][CH2:12][CH2:13][CH2:14][N:15]1[CH2:20][CH2:19][CH:18]([C:21]2[CH:22]=[C:23]([NH:27][C:28](=[O:32])[CH:29]([CH3:31])[CH3:30])[CH:24]=[CH:25][CH:26]=2)[CH2:17][CH2:16]1.CO.[BH4-].[Na+]. Product: [F:1][C:2]1[CH:7]=[CH:6][CH:5]=[CH:4][C:3]=1[CH:8]([OH:33])[CH2:9][CH2:10][CH2:11][CH2:12][CH2:13][CH2:14][N:15]1[CH2:20][CH2:19][CH:18]([C:21]2[CH:22]=[C:23]([NH:27][C:28](=[O:32])[CH:29]([CH3:30])[CH3:31])[CH:24]=[CH:25][CH:26]=2)[CH2:17][CH2:16]1. The catalyst class is: 513. (2) Reactant: Br[C:2]1[O:6][C:5]([CH3:7])=[C:4]([C:8]([O:10][CH3:11])=[O:9])[CH:3]=1.[CH3:12][O:13][C:14]1[CH:19]=[CH:18][CH:17]=[CH:16][C:15]=1B(O)O.C(=O)([O-])[O-].[Na+].[Na+].COCCOC. Product: [CH3:12][O:13][C:14]1[CH:19]=[CH:18][CH:17]=[CH:16][C:15]=1[C:2]1[O:6][C:5]([CH3:7])=[C:4]([C:8]([O:10][CH3:11])=[O:9])[CH:3]=1. The catalyst class is: 103. (3) The catalyst class is: 1. Product: [Li:15][C:8]#[C:7][C:1]1[CH:6]=[CH:5][CH:4]=[CH:3][CH:2]=1. Reactant: [C:1]1([C:7]#[CH:8])[CH:6]=[CH:5][CH:4]=[CH:3][CH:2]=1.CCCCCC.[Li:15]CCCC. (4) Product: [CH3:14][O:13][C:11]([C:2]1[N:1]=[C:6]([C:7]([OH:9])=[O:8])[CH:5]=[CH:4][CH:3]=1)=[O:12]. The catalyst class is: 5. Reactant: [N:1]1[C:6]([C:7]([O:9]C)=[O:8])=[CH:5][CH:4]=[CH:3][C:2]=1[C:11]([O:13][CH3:14])=[O:12].[OH-].[K+]. (5) Reactant: [C:1]([O:5][C:6]([NH:8][C@H:9]([C:16]([OH:18])=O)[CH2:10][C:11]1[N:15]=[CH:14][NH:13][CH:12]=1)=[O:7])([CH3:4])([CH3:3])[CH3:2].[CH2:19]([O:21][C:22]([N:24]1[CH2:29][CH2:28][NH:27][CH2:26][CH2:25]1)=[O:23])[CH3:20].CCN=C=NCCCN(C)C.Cl.C1C=CC2N(O)N=NC=2C=1. Product: [CH2:19]([O:21][C:22]([N:24]1[CH2:25][CH2:26][N:27]([C:16]([CH:9]([NH:8][C:6]([O:5][C:1]([CH3:2])([CH3:3])[CH3:4])=[O:7])[CH2:10][C:11]2[N:15]=[CH:14][NH:13][CH:12]=2)=[O:18])[CH2:28][CH2:29]1)=[O:23])[CH3:20]. The catalyst class is: 56. (6) Reactant: Cl[C:2]1[CH:7]=[C:6]([N:8]2[CH2:13][CH2:12][O:11][CH2:10][CH2:9]2)[N:5]=[C:4]([C:14]2[CH:15]=[C:16]([OH:20])[CH:17]=[CH:18][CH:19]=2)[N:3]=1.[NH2:21][C:22]1[CH:27]=[CH:26][CH:25]=[CH:24][CH:23]=1. Product: [N:8]1([C:6]2[CH:7]=[C:2]([NH:21][C:22]3[CH:27]=[CH:26][CH:25]=[CH:24][CH:23]=3)[N:3]=[C:4]([C:14]3[CH:15]=[C:16]([OH:20])[CH:17]=[CH:18][CH:19]=3)[N:5]=2)[CH2:13][CH2:12][O:11][CH2:10][CH2:9]1. The catalyst class is: 4. (7) Reactant: [Cl:1][C:2]1[CH:7]=[CH:6][C:5]([N:8]2[C:12](=[O:13])[CH:11]=[CH:10][C:9]2=[O:14])=[CH:4][CH:3]=1.[CH2:15]([O:17][C:18](=[O:22])[CH:19]=[N+]=[N-])[CH3:16]. Product: [CH2:15]([O:17][C:18]([CH:19]1[CH:10]2[CH:11]1[C:12](=[O:13])[N:8]([C:5]1[CH:4]=[CH:3][C:2]([Cl:1])=[CH:7][CH:6]=1)[C:9]2=[O:14])=[O:22])[CH3:16]. The catalyst class is: 113.